This data is from Catalyst prediction with 721,799 reactions and 888 catalyst types from USPTO. The task is: Predict which catalyst facilitates the given reaction. (1) Reactant: CC(OC(/N=N/C(OC(C)C)=O)=O)C.[OH:15][C:16]1[CH:17]=[C:18]([CH:23]=[CH:24][CH:25]=1)[C:19]([O:21][CH3:22])=[O:20].[CH2:26](O)[CH2:27][O:28][CH2:29][CH2:30]O.C1(P(C2C=CC=CC=2)C2C=CC=CC=2)C=CC=CC=1. Product: [CH3:26][CH2:27][O:28][CH2:29][CH2:30][O:15][C:16]1[CH:17]=[C:18]([CH:23]=[CH:24][CH:25]=1)[C:19]([O:21][CH3:22])=[O:20]. The catalyst class is: 1. (2) Reactant: [CH:1]1[C:6]([Cl:7])=[C:5]([NH:8][C:9]2[C:14]([N+:15]([O-:17])=[O:16])=[C:13]([Cl:18])[C:12]([C:19]([F:22])([F:21])[F:20])=[CH:11][C:10]=2[N+:23]([O-:25])=[O:24])[N:4]=[CH:3][C:2]=1[C:26]([F:29])([F:28])[F:27].[C:30]1([O:40][CH3:41])[C:31](=[CH:33][CH:34]=[C:35]([CH:39]=1)[CH2:36][CH:37]=[CH2:38])[OH:32].C(O)C(O)C. Product: [CH:1]1[C:6]([Cl:7])=[C:5]([NH:8][C:9]2[C:14]([N+:15]([O-:17])=[O:16])=[C:13]([Cl:18])[C:12]([C:19]([F:20])([F:21])[F:22])=[CH:11][C:10]=2[N+:23]([O-:25])=[O:24])[N:4]=[CH:3][C:2]=1[C:26]([F:29])([F:27])[F:28].[C:30]1([O:40][CH3:41])[C:31](=[CH:33][CH:34]=[C:35]([CH:39]=1)[CH2:36][CH:37]=[CH2:38])[OH:32]. The catalyst class is: 6.